Dataset: Full USPTO retrosynthesis dataset with 1.9M reactions from patents (1976-2016). Task: Predict the reactants needed to synthesize the given product. (1) The reactants are: [OH-].[K+].[CH2:3]([CH:10]1[CH2:15][CH2:14][N:13]([C:16]2[C:21]([C:22]3[CH:27]=[CH:26][C:25]([O:28][CH2:29][CH2:30][C:31]4[CH:36]=[CH:35][C:34]([F:37])=[CH:33][CH:32]=4)=[CH:24][CH:23]=3)=[C:20]([CH3:38])[N:19]=[C:18]([CH3:39])[C:17]=2[C@H:40]([O:47][C:48]([CH3:51])([CH3:50])[CH3:49])[C:41]([O:43]C(C)C)=[O:42])[CH2:12][CH2:11]1)[C:4]1[CH:9]=[CH:8][CH:7]=[CH:6][CH:5]=1.Cl. Given the product [CH2:3]([CH:10]1[CH2:11][CH2:12][N:13]([C:16]2[C:21]([C:22]3[CH:27]=[CH:26][C:25]([O:28][CH2:29][CH2:30][C:31]4[CH:36]=[CH:35][C:34]([F:37])=[CH:33][CH:32]=4)=[CH:24][CH:23]=3)=[C:20]([CH3:38])[N:19]=[C:18]([CH3:39])[C:17]=2[C@H:40]([O:47][C:48]([CH3:51])([CH3:50])[CH3:49])[C:41]([OH:43])=[O:42])[CH2:14][CH2:15]1)[C:4]1[CH:9]=[CH:8][CH:7]=[CH:6][CH:5]=1, predict the reactants needed to synthesize it. (2) Given the product [Cl:3][C:4]1[C:8]([Cl:9])=[C:7]([CH3:10])[NH:6][C:5]=1[C:11]([NH:13][C@@H:14]1[CH2:19][CH2:18][N:17]([C:20]2[S:21][C:22]([C:32]([O-:34])=[O:33])=[C:23]([C:25]([NH:27][CH2:28][CH2:29][O:30][CH3:31])=[O:26])[N:24]=2)[CH2:16][C@@H:15]1[O:35][CH3:36])=[O:12].[Na+:2], predict the reactants needed to synthesize it. The reactants are: [OH-].[Na+:2].[Cl:3][C:4]1[C:8]([Cl:9])=[C:7]([CH3:10])[NH:6][C:5]=1[C:11]([NH:13][C@@H:14]1[CH2:19][CH2:18][N:17]([C:20]2[S:21][C:22]([C:32]([OH:34])=[O:33])=[C:23]([C:25]([NH:27][CH2:28][CH2:29][O:30][CH3:31])=[O:26])[N:24]=2)[CH2:16][C@@H:15]1[O:35][CH3:36])=[O:12]. (3) Given the product [CH:1]1([CH2:4][S:5]([C:8]2[CH:9]=[C:10]([B:47]3[O:48][C:49]([CH3:51])([CH3:50])[C:45]([CH3:61])([CH3:44])[O:46]3)[CH:11]=[CH:12][CH:13]=2)(=[O:6])=[O:7])[CH2:2][CH2:3]1, predict the reactants needed to synthesize it. The reactants are: [CH:1]1([CH2:4][S:5]([C:8]2[CH:9]=[C:10](C3N4C(C=NC(SC)=N4)=CC=3)[CH:11]=[CH:12][CH:13]=2)(=[O:7])=[O:6])[CH2:3][CH2:2]1.BrC1C=CC=C(S(CC2CC2)(=O)=O)C=1.CC([O-])=O.[K+].[CH3:44][C:45]1([CH3:61])[C:49]([CH3:51])([CH3:50])[O:48][B:47]([B:47]2[O:48][C:49]([CH3:51])([CH3:50])[C:45]([CH3:61])([CH3:44])[O:46]2)[O:46]1.ClCCl. (4) Given the product [CH3:16][O:15][C:13]([C:12]1[C:11](=[O:17])[NH:1][C:2]2[C:3]([CH:9]=1)=[CH:4][N:5]=[C:6]([Cl:8])[CH:7]=2)=[O:14], predict the reactants needed to synthesize it. The reactants are: [NH2:1][C:2]1[CH:7]=[C:6]([Cl:8])[N:5]=[CH:4][C:3]=1[CH:9]=O.[C:11](OC)(=[O:17])[CH2:12][C:13]([O:15][CH3:16])=[O:14].N1CCCC1C(O)=O.O. (5) Given the product [F:16][C:14]1[CH:15]=[CH:10][C:11]2[C:17]([CH2:18][N:19]3[C:24](=[O:25])[C:23]4[CH:26]=[C:27]([CH2:29][C:30]([F:32])([F:33])[F:31])[S:28][C:22]=4[N:21]([CH2:34][C:35]4[CH:36]=[CH:37][C:38]([C:41]5[CH:46]=[CH:45][CH:44]=[CH:43][C:42]=5[C:47]5[NH:51][C:4](=[O:7])[O:5][N:48]=5)=[CH:39][CH:40]=4)[C:20]3=[O:49])=[N:3][O:2][C:12]=2[CH:13]=1, predict the reactants needed to synthesize it. The reactants are: [Cl-].[OH:2][NH3+:3].[C:4](=[O:7])([O-])[OH:5].[Na+].F[C:10]1[CH:15]=[C:14]([F:16])[CH:13]=[CH:12][C:11]=1[C:17](=O)[CH2:18][N:19]1[C:24](=[O:25])[C:23]2[CH:26]=[C:27]([CH2:29][C:30]([F:33])([F:32])[F:31])[S:28][C:22]=2[N:21]([CH2:34][C:35]2[CH:40]=[CH:39][C:38]([C:41]3[C:42]([C:47]#[N:48])=[CH:43][CH:44]=[CH:45][CH:46]=3)=[CH:37][CH:36]=2)[C:20]1=[O:49].[N:51]12CCCN=C1CCCCC2. (6) The reactants are: [CH3:1][N:2]([CH3:15])[C:3]([N:5]1[CH2:9][CH:8]2[CH2:10][CH:11]([C:13]#[N:14])[CH2:12][CH:7]2[CH2:6]1)=[O:4].[CH:16]1([CH2:22]Br)[CH2:21][CH2:20][CH2:19][CH2:18][CH2:17]1.C[Si](C)(C)[N-][Si](C)(C)C.[Li+].[Cl-].[NH4+]. Given the product [CH3:1][N:2]([CH3:15])[C:3]([N:5]1[CH2:9][CH:8]2[CH2:10][C:11]([C:13]#[N:14])([CH2:22][CH:16]3[CH2:21][CH2:20][CH2:19][CH2:18][CH2:17]3)[CH2:12][CH:7]2[CH2:6]1)=[O:4], predict the reactants needed to synthesize it. (7) Given the product [NH2:18][C@@H:7]1[CH2:8][CH:9]=[CH:10][C@@H:11]([C:12]2[CH:13]=[CH:14][CH:15]=[CH:16][CH:17]=2)[N:5]([CH2:4][CH2:3][O:2][CH3:1])[C:6]1=[O:29].[NH2:18][C@H:7]1[CH2:8][CH:9]=[CH:10][C@@H:11]([C:12]2[CH:13]=[CH:14][CH:15]=[CH:16][CH:17]=2)[N:5]([CH2:4][CH2:3][O:2][CH3:1])[C:6]1=[O:29], predict the reactants needed to synthesize it. The reactants are: [CH3:1][O:2][CH2:3][CH2:4][N:5]1[C@H:11]([C:12]2[CH:17]=[CH:16][CH:15]=[CH:14][CH:13]=2)[CH:10]=[CH:9][CH2:8][CH:7]([N:18]2C(=O)C3C(=CC=CC=3)C2=O)[C:6]1=[O:29].O.NN. (8) Given the product [CH3:9][O:10][C:11]1[CH:12]=[CH:13][C:14]([CH:17]2[CH2:2][CH:18]2[C:19]([O:21][CH2:22][CH3:23])=[O:20])=[CH:15][CH:16]=1, predict the reactants needed to synthesize it. The reactants are: [I-].[CH3:2][S+](C)(C)=O.[OH-].[K+].[CH3:9][O:10][C:11]1[CH:16]=[CH:15][C:14](/[CH:17]=[CH:18]\[C:19]([O:21][CH2:22][CH3:23])=[O:20])=[CH:13][CH:12]=1. (9) Given the product [CH3:8][O:9][C:10](=[O:40])[CH2:11][C:13]1[C:21]2[C:16](=[CH:17][CH:18]=[CH:19][C:20]=2[Cl:22])[NH:15][C:14]=1[C:23]1[CH:28]=[CH:27][C:26]([Cl:29])=[C:25]([S:30](=[O:38])(=[O:39])[NH:31][CH:32]2[CH2:37][CH2:36][CH2:35][CH2:34][CH2:33]2)[CH:24]=1, predict the reactants needed to synthesize it. The reactants are: C([SiH](CC)CC)C.[CH3:8][O:9][C:10](=[O:40])[C:11]([C:13]1[C:21]2[C:16](=[CH:17][CH:18]=[CH:19][C:20]=2[Cl:22])[NH:15][C:14]=1[C:23]1[CH:28]=[CH:27][C:26]([Cl:29])=[C:25]([S:30](=[O:39])(=[O:38])[NH:31][CH:32]2[CH2:37][CH2:36][CH2:35][CH2:34][CH2:33]2)[CH:24]=1)=O. (10) The reactants are: F[C:2]1[CH:7]=[CH:6][C:5]([S:8]([CH3:11])(=[O:10])=[O:9])=[CH:4][C:3]=1[I:12].CS([C:17]1[CH:18]=CC(CCC)=C([CH:23]=1)N)(=O)=O. Given the product [I:12][C:3]1[CH:4]=[C:5]([S:8]([CH3:11])(=[O:10])=[O:9])[CH:6]=[CH:7][C:2]=1[CH2:23][CH2:17][CH3:18], predict the reactants needed to synthesize it.